Dataset: Full USPTO retrosynthesis dataset with 1.9M reactions from patents (1976-2016). Task: Predict the reactants needed to synthesize the given product. (1) Given the product [O:11]=[C:12]1[CH2:15][CH:14]([C:16]([O:18][CH3:19])=[O:17])[CH2:13]1, predict the reactants needed to synthesize it. The reactants are: C(Cl)(=O)C(Cl)=O.CS(C)=O.[OH:11][CH:12]1[CH2:15][CH:14]([C:16]([O:18][CH3:19])=[O:17])[CH2:13]1. (2) Given the product [F:21][C:22]([F:27])([F:26])[C:23]([OH:25])=[O:24].[CH3:1][O:2][C:3]([C@@H:5]1[CH2:9][C@@H:8]([S:10]([CH3:13])(=[O:12])=[O:11])[CH2:7][NH:6]1)=[O:4], predict the reactants needed to synthesize it. The reactants are: [CH3:1][O:2][C:3]([C@@H:5]1[CH2:9][C@@H:8]([S:10]([CH3:13])(=[O:12])=[O:11])[CH2:7][N:6]1C(OC(C)(C)C)=O)=[O:4].[F:21][C:22]([F:27])([F:26])[C:23]([OH:25])=[O:24]. (3) Given the product [C:1]([C:4]1[CH:9]=[C:8]([CH3:10])[CH:7]=[C:6]([CH3:11])[C:5]=1[NH:12][C:13]([C:15]1[S:16][CH:17]=[CH:18][C:19]=1[S:20]([NH:23][C:24]1[O:28][N:27]=[C:26]([CH3:29])[C:25]=1[Cl:30])(=[O:21])=[O:22])=[O:14])(=[O:3])[C:2]1[CH:35]=[CH:36][CH:31]=[CH:32][CH:33]=1, predict the reactants needed to synthesize it. The reactants are: [C:1]([C:4]1[CH:9]=[C:8]([CH3:10])[CH:7]=[C:6]([CH3:11])[C:5]=1[NH:12][C:13]([C:15]1[S:16][CH:17]=[CH:18][C:19]=1[S:20]([NH:23][C:24]1[O:28][N:27]=[C:26]([CH3:29])[C:25]=1[Cl:30])(=[O:22])=[O:21])=[O:14])(=[O:3])[CH3:2].[C:31]1(C([C:31]2[CH:36]=[C:35](C)C=[C:33](C)[C:32]=2N)=O)[CH:36]=[CH:35]C=[CH:33][CH:32]=1.